This data is from Full USPTO retrosynthesis dataset with 1.9M reactions from patents (1976-2016). The task is: Predict the reactants needed to synthesize the given product. (1) Given the product [C:9]([NH:8][C:5]1[N:6]=[CH:7][C:2]([NH:1][C:21](=[O:22])[C:20]2[C:24]([F:31])=[CH:25][CH:26]=[C:27]([N+:28]([O-:30])=[O:29])[C:19]=2[F:18])=[CH:3][CH:4]=1)(=[O:11])[CH3:10], predict the reactants needed to synthesize it. The reactants are: [NH2:1][C:2]1[CH:3]=[CH:4][C:5]([NH:8][C:9](=[O:11])[CH3:10])=[N:6][CH:7]=1.N1C=CC=CC=1.[F:18][C:19]1[C:27]([N+:28]([O-:30])=[O:29])=[CH:26][CH:25]=[C:24]([F:31])[C:20]=1[C:21](Cl)=[O:22]. (2) Given the product [CH2:1]([O:3][C:4]([C:6]1[CH:10]=[CH:9][N:8]([CH:11]([CH3:13])[CH3:12])[C:7]=1[CH:14]([NH:24][C:25]1[CH:26]=[C:27]([Cl:33])[C:28](=[O:32])[N:29]([CH3:31])[CH:30]=1)[C:16]1[CH:21]=[CH:20][C:19]([Cl:22])=[CH:18][C:17]=1[CH3:23])=[O:5])[CH3:2], predict the reactants needed to synthesize it. The reactants are: [CH2:1]([O:3][C:4]([C:6]1[CH:10]=[CH:9][N:8]([CH:11]([CH3:13])[CH3:12])[C:7]=1[CH:14]([C:16]1[CH:21]=[CH:20][C:19]([Cl:22])=[CH:18][C:17]=1[CH3:23])O)=[O:5])[CH3:2].[NH2:24][C:25]1[CH:26]=[C:27]([Cl:33])[C:28](=[O:32])[N:29]([CH3:31])[CH:30]=1.COC(C1C=C(Br)N(C(C)C)C=1C(C1C=CC(Cl)=CC=1)O)=O.ClC1C=C(C=CC=1F)N. (3) Given the product [CH:1]1([NH:4][C:5](=[O:22])[CH:7]([OH:6])[C@@H:8]([NH:12][C:13](=[O:19])[O:14][C:15]([CH3:18])([CH3:17])[CH3:16])[CH2:9][CH2:10][CH3:11])[CH2:3][CH2:2]1, predict the reactants needed to synthesize it. The reactants are: [CH:1]1([N+:4]#[C-:5])[CH2:3][CH2:2]1.[O:6]=[CH:7][C@@H:8]([NH:12][C:13](=[O:19])[O:14][C:15]([CH3:18])([CH3:17])[CH3:16])[CH2:9][CH2:10][CH3:11].C(O)(=[O:22])C.